From a dataset of Full USPTO retrosynthesis dataset with 1.9M reactions from patents (1976-2016). Predict the reactants needed to synthesize the given product. (1) Given the product [OH:20][CH2:19][C@@H:13]1[C@@:12]([CH3:21])([C@H:11]2[CH2:10][CH2:9][C@@:8]3([CH3:22])[C@@H:4]([CH2:5][CH2:6][C:7]3=[CH2:23])[C@@H:3]2[CH2:2][NH:1][CH2:32][C:24]2[CH:29]=[CH:28][CH:27]=[C:26]([CH3:30])[CH:25]=2)[CH2:17][CH2:16][C@H:15]([OH:18])[CH2:14]1, predict the reactants needed to synthesize it. The reactants are: [NH2:1][CH2:2][C@@H:3]1[C@@H:11]([C@@:12]2([CH3:21])[CH2:17][CH2:16][C@H:15]([OH:18])[CH2:14][C@@H:13]2[CH2:19][OH:20])[CH2:10][CH2:9][C@@:8]2([CH3:22])[C@H:4]1[CH2:5][CH2:6][C:7]2=[CH2:23].[C:24]1([CH3:32])[CH:29]=[CH:28][CH:27]=[C:26]([CH:30]=O)[CH:25]=1.[BH4-].[Na+]. (2) Given the product [Br:1][C:2]1[C:14]2[C:13]3[C:8](=[CH:9][CH:10]=[C:11]([Cl:15])[CH:12]=3)[NH:7][C:6]=2[N:5]=[CH:4][CH:3]=1, predict the reactants needed to synthesize it. The reactants are: [Br:1][C:2]1[C:14]2[C:13]3[C:8](=[CH:9][CH:10]=[CH:11][CH:12]=3)[NH:7][C:6]=2[N:5]=[CH:4][CH:3]=1.[Cl:15]C1C=C2C(=CC=1)NC1=[N+]([O-])C=CC=C21.P(Br)(Br)(Br)=O. (3) Given the product [Cl:1][C:2]1[CH:3]=[C:4]([N:12]([C@H:13]2[CH2:14][CH2:15][C@H:16]([N:19]([CH3:21])[CH3:20])[CH2:17][CH2:18]2)[CH2:22][CH3:23])[C:5]([CH3:11])=[C:6]([CH:10]=1)[C:7]([NH:24][CH2:25][C:26]1[C:31](=[O:32])[N:30]2[NH:33][C:34]([CH3:36])=[N:35][C:29]2=[CH:28][C:27]=1[CH3:37])=[O:8], predict the reactants needed to synthesize it. The reactants are: [Cl:1][C:2]1[CH:3]=[C:4]([N:12]([CH2:22][CH3:23])[C@H:13]2[CH2:18][CH2:17][C@H:16]([N:19]([CH3:21])[CH3:20])[CH2:15][CH2:14]2)[C:5]([CH3:11])=[C:6]([CH:10]=1)[C:7](O)=[O:8].[NH2:24][CH2:25][C:26]1[C:31](=[O:32])[N:30]2[NH:33][C:34]([CH3:36])=[N:35][C:29]2=[CH:28][C:27]=1[CH3:37].C(N(CC)CC)C.C1CN([P+](ON2N=NC3C=CC=CC2=3)(N2CCCC2)N2CCCC2)CC1.F[P-](F)(F)(F)(F)F. (4) Given the product [C:1]([O:4][CH:5]1[C:9]2=[N:10][CH:11]=[C:12]([NH:29][C:47]([C:45]3[CH:44]=[CH:43][C:42]([F:50])=[C:41]([C:32]4[C:31]([F:30])=[CH:36][C:35]([CH2:37][O:38][CH3:39])=[CH:34][C:33]=4[F:40])[N:46]=3)=[O:48])[C:13]([N:14]3[CH2:19][C@H:18]([CH3:20])[CH2:17][C@H:16]([NH:21][C:22]([O:24][C:25]([CH3:28])([CH3:27])[CH3:26])=[O:23])[CH2:15]3)=[C:8]2[CH2:7][CH2:6]1)(=[O:3])[CH3:2], predict the reactants needed to synthesize it. The reactants are: [C:1]([O:4][CH:5]1[C:9]2=[N:10][CH:11]=[C:12]([NH2:29])[C:13]([N:14]3[CH2:19][C@H:18]([CH3:20])[CH2:17][C@H:16]([NH:21][C:22]([O:24][C:25]([CH3:28])([CH3:27])[CH3:26])=[O:23])[CH2:15]3)=[C:8]2[CH2:7][CH2:6]1)(=[O:3])[CH3:2].[F:30][C:31]1[CH:36]=[C:35]([CH2:37][O:38][CH3:39])[CH:34]=[C:33]([F:40])[C:32]=1[C:41]1[N:46]=[C:45]([C:47](O)=[O:48])[CH:44]=[CH:43][C:42]=1[F:50].CN(C(ON1N=NC2C=CC=NC1=2)=[N+](C)C)C.F[P-](F)(F)(F)(F)F.CCN(C(C)C)C(C)C. (5) Given the product [CH2:10]([N:17]1[CH2:21][CH2:20][CH:19]([NH:1][C:2]2[CH:7]=[C:6]([CH3:8])[CH:5]=[C:4]([CH3:9])[N:3]=2)[CH2:18]1)[C:11]1[CH:16]=[CH:15][CH:14]=[CH:13][CH:12]=1, predict the reactants needed to synthesize it. The reactants are: [NH2:1][C:2]1[CH:7]=[C:6]([CH3:8])[CH:5]=[C:4]([CH3:9])[N:3]=1.[CH2:10]([N:17]1[CH2:21][CH2:20][C:19](=O)[CH2:18]1)[C:11]1[CH:16]=[CH:15][CH:14]=[CH:13][CH:12]=1.C(O[BH-](OC(=O)C)OC(=O)C)(=O)C.[Na+].[OH-].[Na+]. (6) Given the product [CH3:15][C:13]1([CH3:14])[C:9]([CH3:23])([CH3:8])[O:10][B:11]([C:16]2[CH:21]=[CH:20][C:19]([NH:22][C:28](=[O:34])[O:27][CH2:25][C:38]3[CH:37]=[N:36][CH:41]=[CH:40][CH:39]=3)=[CH:18][CH:17]=2)[O:12]1, predict the reactants needed to synthesize it. The reactants are: C(N(CC)CC)C.[CH3:8][C:9]1([CH3:23])[C:13]([CH3:15])([CH3:14])[O:12][B:11]([C:16]2[CH:21]=[CH:20][C:19]([NH2:22])=[CH:18][CH:17]=2)[O:10]1.Cl[C:25](Cl)([O:27][C:28](=[O:34])OC(Cl)(Cl)Cl)Cl.[N:36]1[CH:41]=[CH:40][CH:39]=[C:38](CO)[CH:37]=1. (7) Given the product [CH2:1]([C:4]1[CH:9]=[CH:8][C:7]([C:10]2[CH:17]=[CH:16][C:13]([CH2:14][O:27][C:24]3[CH:25]=[CH:26][C:21]([CH2:18][CH2:19][CH3:20])=[CH:22][CH:23]=3)=[CH:12][CH:11]=2)=[CH:6][CH:5]=1)[CH2:2][CH3:3], predict the reactants needed to synthesize it. The reactants are: [CH2:1]([C:4]1[CH:9]=[CH:8][C:7]([C:10]2[CH:17]=[CH:16][C:13]([CH2:14]Br)=[CH:12][CH:11]=2)=[CH:6][CH:5]=1)[CH2:2][CH3:3].[CH2:18]([C:21]1[CH:26]=[CH:25][C:24]([OH:27])=[CH:23][CH:22]=1)[CH2:19][CH3:20].C(=O)([O-])[O-].[K+].[K+].CC(C)=O. (8) Given the product [Br:16][C:7]1[C:6]([F:14])=[CH:5][C:4]([N+:1]([O-:3])=[O:2])=[CH:9][C:8]=1[N+:10]([O-:12])=[O:11], predict the reactants needed to synthesize it. The reactants are: [N+:1]([C:4]1[CH:9]=[C:8]([N+:10]([O-:12])=[O:11])[C:7](O)=[C:6]([F:14])[CH:5]=1)([O-:3])=[O:2].P(Br)(Br)[Br:16]. (9) The reactants are: ClCCC[C:5]1[CH:14]=[C:13]2[C:8]([CH:9]=[CH:10][N:11]([C:16]3[CH:17]=[C:18]([CH:25]=[CH:26][C:27]=3[CH3:28])[C:19]([NH:21][CH:22]3[CH2:24][CH2:23]3)=[O:20])[C:12]2=[O:15])=[CH:7][CH:6]=1.BrCCCC1C=[C:41]2[C:36](C=CN(C3[CH:36]=[C:41](C=CC=3C)[C:40](NC3CC3)=[O:43])[C:40]2=[O:43])=CC=1.[I-].[K+].[C:59]([N:63]1[CH2:68][CH2:67][NH:66][CH2:65][CH2:64]1)(=[O:62])[CH2:60][CH3:61]. Given the product [CH:22]1([NH:21][C:19](=[O:20])[C:18]2[CH:25]=[CH:26][C:27]([CH3:28])=[C:16]([N:11]3[CH:10]=[CH:9][C:8]4[C:13](=[CH:14][C:5]([O:43][CH2:40][CH2:41][CH2:36][N:66]5[CH2:67][CH2:68][N:63]([C:59](=[O:62])[CH2:60][CH3:61])[CH2:64][CH2:65]5)=[CH:6][CH:7]=4)[C:12]3=[O:15])[CH:17]=2)[CH2:24][CH2:23]1, predict the reactants needed to synthesize it. (10) Given the product [CH3:1][C:2]1[C:6]([C:7]2[CH:15]=[C:14]3[C:10]([C:11]4[C:19]([C:20]5[C:29]6[C:24](=[CH:25][CH:26]=[CH:27][CH:28]=6)[C:23]([C:30]([OH:32])=[O:31])=[CH:22][CH:21]=5)=[N:18][C:17]([CH3:34])=[N:16][C:12]=4[NH:13]3)=[CH:9][C:8]=2[O:35][CH3:36])=[C:5]([CH3:37])[O:4][N:3]=1, predict the reactants needed to synthesize it. The reactants are: [CH3:1][C:2]1[C:6]([C:7]2[CH:15]=[C:14]3[C:10]([C:11]4[C:19]([C:20]5[C:29]6[C:24](=[CH:25][CH:26]=[CH:27][CH:28]=6)[C:23]([C:30]([O:32]C)=[O:31])=[CH:22][CH:21]=5)=[N:18][C:17]([CH3:34])=[N:16][C:12]=4[NH:13]3)=[CH:9][C:8]=2[O:35][CH3:36])=[C:5]([CH3:37])[O:4][N:3]=1.O[Li].O.